Dataset: Catalyst prediction with 721,799 reactions and 888 catalyst types from USPTO. Task: Predict which catalyst facilitates the given reaction. (1) Reactant: [NH:1]1[C:9]2[C:4](=[CH:5][CH:6]=[CH:7][CH:8]=2)[C:3]([CH2:10][CH2:11][CH2:12]O)=[CH:2]1.C(Br)(Br)(Br)[Br:15].C1(P(C2C=CC=CC=2)C2C=CC=CC=2)C=CC=CC=1. Product: [Br:15][CH2:12][CH2:11][CH2:10][C:3]1[C:4]2[C:9](=[CH:8][CH:7]=[CH:6][CH:5]=2)[NH:1][CH:2]=1. The catalyst class is: 10. (2) Reactant: [CH:1]1([C@H:4]([C:6]2[CH:11]=[CH:10][CH:9]=[C:8]([C@H:12]([CH3:15])[CH2:13][CH3:14])[C:7]=2[OH:16])[CH3:5])[CH2:3][CH2:2]1.[OH-].[Na+].Br[CH2:20][Cl:21]. Product: [Cl:21][CH2:20][O:16][C:7]1[C:8]([C@H:12]([CH3:15])[CH2:13][CH3:14])=[CH:9][CH:10]=[CH:11][C:6]=1[C@@H:4]([CH:1]1[CH2:3][CH2:2]1)[CH3:5]. The catalyst class is: 7. (3) Reactant: C([O-])([O-])=O.[Na+].[Na+].[F:7][C:8]1[CH:13]=[C:12]([F:14])[CH:11]=[CH:10][C:9]=1[S:15]([NH:18][C:19]1[C:20]([O:34][CH3:35])=[N:21][CH:22]=[C:23]([C:25]2[S:29][C:28]3=[N:30][CH:31]=[C:32](I)[N:27]3[N:26]=2)[CH:24]=1)(=[O:17])=[O:16].[N:36]1[CH:41]=[CH:40][C:39](B2OC(C)(C)C(C)(C)O2)=[CH:38][N:37]=1. Product: [F:7][C:8]1[CH:13]=[C:12]([F:14])[CH:11]=[CH:10][C:9]=1[S:15]([NH:18][C:19]1[C:20]([O:34][CH3:35])=[N:21][CH:22]=[C:23]([C:25]2[S:29][C:28]3=[N:30][CH:31]=[C:32]([C:40]4[CH:39]=[CH:38][N:37]=[N:36][CH:41]=4)[N:27]3[N:26]=2)[CH:24]=1)(=[O:17])=[O:16]. The catalyst class is: 12. (4) Reactant: C(OC(=O)[NH:7][C:8]1[CH:13]=[CH:12][CH:11]=[C:10]([S:14][C:15]2[CH:20]=[CH:19][C:18]([C:21](=[O:30])[NH:22][C:23]3[CH:28]=[CH:27][CH:26]=[C:25]([Br:29])[CH:24]=3)=[CH:17][C:16]=2[NH:31][C:32]2[C:33]3[CH:41]=[CH:40][C:39]([CH:42]([CH3:44])[CH3:43])=[N:38][C:34]=3[N:35]=[CH:36][N:37]=2)[CH:9]=1)(C)(C)C.[F:46][C:47]([F:52])([F:51])[C:48]([OH:50])=[O:49]. Product: [NH2:7][C:8]1[CH:9]=[C:10]([S:14][C:15]2[CH:20]=[CH:19][C:18]([C:21]([NH:22][C:23]3[CH:28]=[CH:27][CH:26]=[C:25]([Br:29])[CH:24]=3)=[O:30])=[CH:17][C:16]=2[NH:31][C:32]2[C:33]3[CH:41]=[CH:40][C:39]([CH:42]([CH3:44])[CH3:43])=[N:38][C:34]=3[N:35]=[CH:36][N:37]=2)[CH:11]=[CH:12][CH:13]=1.[F:46][C:47]([F:52])([F:51])[C:48]([OH:50])=[O:49]. The catalyst class is: 4. (5) Product: [CH3:1][N:2]([CH3:23])[C:3]1[CH:4]=[CH:5][C:6]([C:13]2[S:14][C:15]3[CH:21]([OH:22])[CH2:20][CH2:19][CH2:18][C:16]=3[N:17]=2)=[C:7]([CH2:8][OH:9])[CH:12]=1. Reactant: [CH3:1][N:2]([CH3:23])[C:3]1[CH:4]=[CH:5][C:6]([C:13]2[S:14][C:15]3[CH:21]([OH:22])[CH2:20][CH2:19][CH2:18][C:16]=3[N:17]=2)=[C:7]([CH:12]=1)[C:8](OC)=[O:9].[H-].[H-].[H-].[H-].[Li+].[Al+3]. The catalyst class is: 1. (6) Reactant: C(OC(=O)C1C=CC(CBr)=C(C(F)(F)F)C=1)C.C(OC(=O)[N:24]([CH3:31])[C@@H:25]1[CH2:30][CH2:29][CH2:28][NH:27][CH2:26]1)(C)(C)C.C(OC(=O)C1C=CC(CN2CC[C@@H](NC(OC(C)(C)C)=O)C2)=C(C(F)(F)F)C=1)C.C(OC(=O)N[C@@H]1CCN([CH2:74][C:75]2[CH:80]=[CH:79][C:78]([C:81](=[O:96])[NH:82][CH2:83][C:84]3[CH:89]=[C:88]([Cl:90])[CH:87]=[CH:86][C:85]=3[S:91]([CH2:94][CH3:95])(=[O:93])=[O:92])=[CH:77][C:76]=2[C:97]([F:100])([F:99])[F:98])C1)(C)(C)C. Product: [Cl:90][C:88]1[CH:87]=[CH:86][C:85]([S:91]([CH2:94][CH3:95])(=[O:92])=[O:93])=[C:84]([CH:89]=1)[CH2:83][NH:82][C:81](=[O:96])[C:78]1[CH:79]=[CH:80][C:75]([CH2:74][N:27]2[CH2:28][CH2:29][CH2:30][C@@H:25]([NH:24][CH3:31])[CH2:26]2)=[C:76]([C:97]([F:100])([F:98])[F:99])[CH:77]=1. The catalyst class is: 2.